This data is from Merck oncology drug combination screen with 23,052 pairs across 39 cell lines. The task is: Regression. Given two drug SMILES strings and cell line genomic features, predict the synergy score measuring deviation from expected non-interaction effect. (1) Drug 1: Nc1ccn(C2OC(CO)C(O)C2(F)F)c(=O)n1. Drug 2: Cn1nnc2c(C(N)=O)ncn2c1=O. Cell line: NCIH520. Synergy scores: synergy=4.03. (2) Drug 1: O=P1(N(CCCl)CCCl)NCCCO1. Drug 2: CCc1cnn2c(NCc3ccc[n+]([O-])c3)cc(N3CCCCC3CCO)nc12. Cell line: SKMES1. Synergy scores: synergy=11.9.